Dataset: Reaction yield outcomes from USPTO patents with 853,638 reactions. Task: Predict the reaction yield, written as a fraction of the theoretical maximum amount of product (1.0 means a 100% yield; for example, 0.34 means a 34% yield). (1) The reactants are [CH3:1][C:2]1([O:12][C:13](=[O:20])[CH2:14][O:15][C:16](=[O:19])[CH2:17][OH:18])[CH:9]2[CH2:10][CH:5]3[CH2:6][CH:7]([CH2:11][CH:3]1[CH2:4]3)[CH2:8]2.O1CCCC1.C(N(CC)CC)C.[C:33](Cl)(=[O:37])[C:34]([CH3:36])=[CH2:35]. The catalyst is COC1C=CC(O)=CC=1.C(OCC)C. The product is [C:33]([O:18][CH2:17][C:16]([O:15][CH2:14][C:13]([O:12][C:2]1([CH3:1])[CH:9]2[CH2:8][CH:7]3[CH2:6][CH:5]([CH2:4][CH:3]1[CH2:11]3)[CH2:10]2)=[O:20])=[O:19])(=[O:37])[C:34]([CH3:36])=[CH2:35]. The yield is 0.970. (2) The reactants are Cl[CH2:2][CH2:3][NH:4][C:5]([NH:7][C:8]1[CH:13]=[CH:12][C:11]([C:14]2[N:15]([CH2:27][CH3:28])[C:16]3[C:21]([C:22]=2[C:23]#[N:24])=[CH:20][CH:19]=[C:18]([O:25][CH3:26])[CH:17]=3)=[CH:10][CH:9]=1)=[O:6].[OH-].[K+]. The catalyst is CO. The product is [CH2:27]([N:15]1[C:16]2[C:21](=[CH:20][CH:19]=[C:18]([O:25][CH3:26])[CH:17]=2)[C:22]([C:23]#[N:24])=[C:14]1[C:11]1[CH:12]=[CH:13][C:8]([N:7]2[CH2:2][CH2:3][NH:4][C:5]2=[O:6])=[CH:9][CH:10]=1)[CH3:28]. The yield is 0.620. (3) The reactants are C([O:3][C:4]([C:6]1[N:7]([CH:27]([CH3:29])[CH3:28])[C:8]([CH:25]=[O:26])=[C:9]([C:18]2[CH:23]=[CH:22][C:21]([F:24])=[CH:20][CH:19]=2)[C:10]=1[C:11]1[CH:16]=[CH:15][C:14]([F:17])=[CH:13][CH:12]=1)=[O:5])C.[OH-].[Na+]. The catalyst is CO.O. The product is [F:17][C:14]1[CH:13]=[CH:12][C:11]([C:10]2[C:9]([C:18]3[CH:19]=[CH:20][C:21]([F:24])=[CH:22][CH:23]=3)=[C:8]([CH:25]=[O:26])[N:7]([CH:27]([CH3:29])[CH3:28])[C:6]=2[C:4]([OH:5])=[O:3])=[CH:16][CH:15]=1. The yield is 1.00. (4) The reactants are Br[C:2]1[CH:7]=[CH:6][C:5]([C@H:8]([C:19]2[CH:24]=[CH:23][CH:22]=[CH:21][C:20]=2[CH3:25])[CH2:9][C:10]([C:12]2[CH:17]=[CH:16][N:15]=[C:14]([CH3:18])[CH:13]=2)=[O:11])=[CH:4][CH:3]=1.[OH-:26].[K+].C(P([C:54]([CH3:57])(C)C)C1C=CC=CC=1C1C(C(C)C)=CC(C(C)C)=CC=1C(C)C)(C)(C)C.ICC.[Cl-].[NH4+]. The catalyst is O1CCOCC1.O.[Br-].C([N+](C)(C)C)CCCCCCCCCCCCCCC.C1C=CC(/C=C/C(/C=C/C2C=CC=CC=2)=O)=CC=1.C1C=CC(/C=C/C(/C=C/C2C=CC=CC=2)=O)=CC=1.C1C=CC(/C=C/C(/C=C/C2C=CC=CC=2)=O)=CC=1.[Pd].[Pd].C(OCC)(=O)C. The product is [CH2:54]([O:26][C:2]1[CH:7]=[CH:6][C:5]([C@H:8]([C:19]2[CH:24]=[CH:23][CH:22]=[CH:21][C:20]=2[CH3:25])[CH2:9][C:10]([C:12]2[CH:17]=[CH:16][N:15]=[C:14]([CH3:18])[CH:13]=2)=[O:11])=[CH:4][CH:3]=1)[CH3:57]. The yield is 0.900. (5) The reactants are Cl.[CH3:2][O:3][C:4](=[O:11])[C@@H:5]1[CH2:9][C@@H:8]([OH:10])[CH2:7][NH:6]1.[CH:12]1[C:21]2[C:16](=[CH:17][CH:18]=[CH:19][CH:20]=2)[CH:15]=[CH:14][C:13]=1[S:22](Cl)(=[O:24])=[O:23].O. The catalyst is C1(C)C=CC=CC=1.C1COCC1. The product is [CH3:2][O:3][C:4]([C@@H:5]1[CH2:9][C@@H:8]([OH:10])[CH2:7][N:6]1[S:22]([C:13]1[CH:14]=[CH:15][C:16]2[C:21](=[CH:20][CH:19]=[CH:18][CH:17]=2)[CH:12]=1)(=[O:24])=[O:23])=[O:11]. The yield is 0.820. (6) The reactants are CS(O)(=O)=[O:3].[CH2:6]([C:8]1[CH:27]=[CH:26][C:11]([CH2:12][O:13][C:14]2[CH:19]=[CH:18][C:17]([CH:20]3CNC3)=[CH:16][C:15]=2[O:24][CH3:25])=[CH:10][CH:9]=1)[CH3:7].CCN=C=NCCCN(C)C.Cl.[CH:40]1[CH:41]=[CH:42]C2N(O)N=[N:46][C:44]=2[CH:45]=1.[CH3:50][N:51]([CH:53]=[O:54])[CH3:52]. The catalyst is O.O1CCCC1.C(OCC)(=O)C.C(N(CC)CC)C. The product is [CH2:6]([C:8]1[CH:9]=[CH:10][C:11]([CH2:12][O:13][C:14]2[CH:19]=[CH:18][C:17]([CH:20]3[CH2:52][N:51]([C:53]([C:42]4[CH:41]=[C:40]([OH:3])[CH:45]=[CH:44][N:46]=4)=[O:54])[CH2:50]3)=[CH:16][C:15]=2[O:24][CH3:25])=[CH:26][CH:27]=1)[CH3:7]. The yield is 0.780. (7) The reactants are [Cl:1][C:2]1[CH:8]=[C:7]([O:9][C:10]2[C:19]3[C:14](=[CH:15][C:16]([O:22][CH3:23])=[C:17]([O:20][CH3:21])[CH:18]=3)[N:13]=[CH:12][N:11]=2)[CH:6]=[CH:5][C:3]=1[NH2:4].Cl[C:25](Cl)([O:27][C:28](=[O:34])OC(Cl)(Cl)Cl)Cl.[CH:36]1(O)[CH2:41][CH2:40]C[CH2:38][CH2:37]1.C(=O)(O)[O-].[Na+]. The catalyst is C(Cl)Cl.C(N(CC)CC)C.C1(C)C=CC=CC=1. The product is [Cl:1][C:2]1[CH:8]=[C:7]([O:9][C:10]2[C:19]3[C:14](=[CH:15][C:16]([O:22][CH3:23])=[C:17]([O:20][CH3:21])[CH:18]=3)[N:13]=[CH:12][N:11]=2)[CH:6]=[CH:5][C:3]=1[NH:4][C:28](=[O:34])[O:27][CH:25]1[CH2:40][CH2:41][CH2:36][CH2:37][CH2:38]1. The yield is 0.770. (8) The reactants are [CH2:1]([O:5][C:6]1[CH:10]=[C:9]([CH2:11][CH2:12][S:13]([NH2:16])(=[O:15])=[O:14])[N:8]([CH2:17][C:18]2[CH:23]=[CH:22][C:21]([Cl:24])=[CH:20][C:19]=2[Cl:25])[N:7]=1)[CH2:2][CH2:3][CH3:4].C(N(CC)C(C)C)(C)C.Cl[C:36]([O:38][CH2:39][CH:40]([CH3:42])[CH3:41])=[O:37]. The catalyst is CN(C)C1C=CN=CC=1.CN(C)C(=O)C. The product is [CH2:1]([O:5][C:6]1[CH:10]=[C:9]([CH2:11][CH2:12][S:13]([NH:16][C:36](=[O:37])[O:38][CH2:39][CH:40]([CH3:42])[CH3:41])(=[O:14])=[O:15])[N:8]([CH2:17][C:18]2[CH:23]=[CH:22][C:21]([Cl:24])=[CH:20][C:19]=2[Cl:25])[N:7]=1)[CH2:2][CH2:3][CH3:4]. The yield is 0.750.